This data is from Forward reaction prediction with 1.9M reactions from USPTO patents (1976-2016). The task is: Predict the product of the given reaction. (1) Given the reactants [OH:1][C:2]1[C:3]([C:12]([OH:14])=[O:13])=[CH:4][C:5]2[C:10]([CH:11]=1)=[CH:9][CH:8]=[CH:7][CH:6]=2.[I:15]Cl, predict the reaction product. The product is: [I:15][C:11]1[C:10]2[C:5](=[CH:6][CH:7]=[CH:8][CH:9]=2)[CH:4]=[C:3]([C:12]([OH:14])=[O:13])[C:2]=1[OH:1]. (2) Given the reactants Br[C:2]1[CH:3]=[C:4]2[C:9](=[CH:10][CH:11]=1)[CH:8]=[C:7]([O:12][CH2:13][C:14]1[CH:19]=[CH:18][CH:17]=[CH:16][N:15]=1)[CH:6]=[CH:5]2.C([O-])(=O)C.[K+].Br[C:26]1[C:34]2[C:29](=[CH:30][CH:31]=[C:32]([C:35]#[N:36])[CH:33]=2)[N:28]([CH:37]2[CH2:42][CH2:41][CH2:40][CH2:39][O:38]2)[N:27]=1.P([O-])([O-])([O-])=O.[K+].[K+].[K+], predict the reaction product. The product is: [N:15]1[CH:16]=[CH:17][CH:18]=[CH:19][C:14]=1[CH2:13][O:12][C:7]1[CH:8]=[C:9]2[C:4](=[CH:5][CH:6]=1)[CH:3]=[C:2]([C:26]1[C:34]3[C:29](=[CH:30][CH:31]=[C:32]([C:35]#[N:36])[CH:33]=3)[N:28]([CH:37]3[CH2:42][CH2:41][CH2:40][CH2:39][O:38]3)[N:27]=1)[CH:11]=[CH:10]2. (3) Given the reactants C(Cl)(=O)C(Cl)=O.[CH3:7][O:8][CH2:9][CH:10]1[CH2:14][CH2:13][CH2:12][N:11]1[C:15]1[C:23]([CH3:24])=[CH:22][C:18]([C:19]([OH:21])=O)=[CH:17][N:16]=1.[NH2:25][S:26]([C:29]1[CH:34]=[CH:33][C:32]([C:35](=[N:37]O)[NH2:36])=[CH:31][CH:30]=1)(=[O:28])=[O:27].C(C1C=CC(S(N)(=O)=O)=CC=1)#N.CCN(C(C)C)C(C)C, predict the reaction product. The product is: [CH3:7][O:8][CH2:9][CH:10]1[CH2:14][CH2:13][CH2:12][N:11]1[C:15]1[N:16]=[CH:17][C:18]([C:19]2[O:21][N:37]=[C:35]([C:32]3[CH:31]=[CH:30][C:29]([S:26]([NH2:25])(=[O:27])=[O:28])=[CH:34][CH:33]=3)[N:36]=2)=[CH:22][C:23]=1[CH3:24]. (4) Given the reactants C(O[C:4](=[O:19])[CH:5]([C:12]1[CH:17]=[CH:16][C:15]([Cl:18])=[CH:14][CH:13]=1)[CH2:6][CH:7]1[CH2:11][CH2:10][CH2:9][CH2:8]1)C.[CH3:20][NH:21][C:22]([NH2:24])=[O:23].C[O-].[Mg+2].C[O-].CO, predict the reaction product. The product is: [Cl:18][C:15]1[CH:14]=[CH:13][C:12]([CH:5]([CH2:6][CH:7]2[CH2:8][CH2:9][CH2:10][CH2:11]2)[C:4]([NH:24][C:22]([NH:21][CH3:20])=[O:23])=[O:19])=[CH:17][CH:16]=1. (5) Given the reactants C(OC(=O)[C:5]1[CH:10]=[CH:9][C:8]([S:11][CH:12]([C:37]2[CH:42]=[CH:41][C:40]([S:43]([CH3:46])(=[O:45])=[O:44])=[CH:39][CH:38]=2)[CH2:13][C:14]2[CH:19]=[CH:18][CH:17]=[C:16]([C:20]3[CH:21]=[C:22]([C:30]([S:33]([CH3:36])(=[O:35])=[O:34])([CH3:32])[CH3:31])[CH:23]=[C:24]4[C:29]=3[N:28]=[CH:27][CH:26]=[CH:25]4)[CH:15]=2)=[CH:7][CH:6]=1)C.[CH3:48][Mg]Br.C([O:54][CH2:55][CH3:56])(=O)C, predict the reaction product. The product is: [CH3:36][S:33]([C:30]([C:22]1[CH:23]=[C:24]2[C:29](=[C:20]([C:16]3[CH:15]=[C:14]([CH2:13][CH:12]([S:11][C:8]4[CH:7]=[CH:6][C:5]([C:55]([OH:54])([CH3:56])[CH3:48])=[CH:10][CH:9]=4)[C:37]4[CH:38]=[CH:39][C:40]([S:43]([CH3:46])(=[O:44])=[O:45])=[CH:41][CH:42]=4)[CH:19]=[CH:18][CH:17]=3)[CH:21]=1)[N:28]=[CH:27][CH:26]=[CH:25]2)([CH3:32])[CH3:31])(=[O:34])=[O:35]. (6) Given the reactants I[C:2]1[CH:3]=[C:4]([CH:9]=[CH:10][C:11]=1[CH3:12])[C:5]([O:7]C)=[O:6].C[Si]([C:17]#[CH:18])(C)C.N, predict the reaction product. The product is: [C:17]([C:2]1[CH:3]=[C:4]([CH:9]=[CH:10][C:11]=1[CH3:12])[C:5]([OH:7])=[O:6])#[CH:18]. (7) Given the reactants C(OC([NH:8][C:9]1[C:10]([NH:22][C:23](=[O:34])[C:24]2[CH:29]=[CH:28][CH:27]=[CH:26][C:25]=2[C:30]([CH3:33])([CH3:32])[CH3:31])=[CH:11][C:12]([O:15][CH2:16][C:17]([O:19][CH2:20][CH3:21])=[O:18])=[CH:13][CH:14]=1)=O)(C)(C)C.C(O)(C(F)(F)F)=O, predict the reaction product. The product is: [C:30]([C:25]1[CH:26]=[CH:27][CH:28]=[CH:29][C:24]=1[C:23]([NH:22][C:10]1[C:9]([NH2:8])=[CH:14][CH:13]=[C:12]([O:15][CH2:16][C:17]([O:19][CH2:20][CH3:21])=[O:18])[CH:11]=1)=[O:34])([CH3:31])([CH3:32])[CH3:33]. (8) Given the reactants [H-].[Na+].[OH:3][C:4]1[C:21]([I:22])=[CH:20][C:7]2[CH2:8][CH2:9][N:10]([C:13]([O:15][C:16]([CH3:19])([CH3:18])[CH3:17])=[O:14])[CH2:11][CH2:12][C:6]=2[CH:5]=1.[CH2:23](Br)[C:24]1[CH:29]=[CH:28][CH:27]=[CH:26][CH:25]=1, predict the reaction product. The product is: [I:22][C:21]1[C:4]([O:3][CH2:23][C:24]2[CH:29]=[CH:28][CH:27]=[CH:26][CH:25]=2)=[CH:5][C:6]2[CH2:12][CH2:11][N:10]([C:13]([O:15][C:16]([CH3:19])([CH3:17])[CH3:18])=[O:14])[CH2:9][CH2:8][C:7]=2[CH:20]=1.